Dataset: Forward reaction prediction with 1.9M reactions from USPTO patents (1976-2016). Task: Predict the product of the given reaction. (1) Given the reactants C(ON=O)CCC.N[C:9]1[C:10]([Cl:21])=[C:11]([O:19][CH3:20])[CH:12]=[C:13]([CH:18]=1)[C:14]([O:16][CH3:17])=[O:15].[ClH:22].C(=O)([O-])[O-].[Na+].[Na+], predict the reaction product. The product is: [Cl:21][C:10]1[C:9]([Cl:22])=[CH:18][C:13]([C:14]([O:16][CH3:17])=[O:15])=[CH:12][C:11]=1[O:19][CH3:20]. (2) Given the reactants Cl.Cl.[CH2:3]([O:5][C:6](=[O:35])[CH2:7][C:8]1[CH:13]=[CH:12][C:11]([O:14][CH3:15])=[C:10]([C:16]2[C:17]([CH2:26][NH:27][CH2:28][C:29]3[CH:34]=[CH:33][CH:32]=[CH:31][CH:30]=3)=[N:18][C:19]3[C:24]([CH:25]=2)=[CH:23][CH:22]=[CH:21][CH:20]=3)[CH:9]=1)[CH3:4].[C:36](OC(=O)C)(=[O:38])[CH3:37], predict the reaction product. The product is: [CH2:3]([O:5][C:6](=[O:35])[CH2:7][C:8]1[CH:13]=[CH:12][C:11]([O:14][CH3:15])=[C:10]([C:16]2[C:17]([CH2:26][N:27]([C:36](=[O:38])[CH3:37])[CH2:28][C:29]3[CH:30]=[CH:31][CH:32]=[CH:33][CH:34]=3)=[N:18][C:19]3[C:24]([CH:25]=2)=[CH:23][CH:22]=[CH:21][CH:20]=3)[CH:9]=1)[CH3:4]. (3) Given the reactants [N+:1]([C:4]1[CH:9]=[CH:8][C:7]([O:10][C:11]2[CH:16]=[CH:15][CH:14]=[C:13]([C:17]([F:20])([F:19])[F:18])[CH:12]=2)=[CH:6][CH:5]=1)([O-])=O, predict the reaction product. The product is: [F:18][C:17]([F:19])([F:20])[C:13]1[CH:12]=[C:11]([CH:16]=[CH:15][CH:14]=1)[O:10][C:7]1[CH:6]=[CH:5][C:4]([NH2:1])=[CH:9][CH:8]=1. (4) Given the reactants [CH:1]1([NH:7][C:8]2[N:9]([C:17]3[CH:22]=[CH:21][CH:20]=[CH:19][CH:18]=3)[N:10]=[C:11]3[C:16]=2[CH:15]=[CH:14][CH:13]=[CH:12]3)[CH2:6][CH2:5][CH2:4][CH2:3][CH2:2]1.[CH2:23]([O:25][C:26](=[O:36])[C:27]1[CH:32]=[CH:31][CH:30]=[C:29]([N:33]=[C:34]=[O:35])[CH:28]=1)C, predict the reaction product. The product is: [CH3:23][O:25][C:26](=[O:36])[C:27]1[CH:32]=[CH:31][CH:30]=[C:29]([NH:33][C:34]([N:7]([CH:1]2[CH2:6][CH2:5][CH2:4][CH2:3][CH2:2]2)[C:8]2[N:9]([C:17]3[CH:18]=[CH:19][CH:20]=[CH:21][CH:22]=3)[N:10]=[C:11]3[C:16]=2[CH:15]=[CH:14][CH:13]=[CH:12]3)=[O:35])[CH:28]=1. (5) The product is: [F:28][C:20]1[CH:21]=[C:22]([N+:25]([O-:27])=[O:26])[CH:23]=[CH:24][C:19]=1[O:18][C:15]1[CH:14]=[CH:13][N:12]=[C:11]2[CH:10]=[C:9]([C:6]3[N:7]=[CH:8][C:3]([CH2:2][N:29]4[CH2:30][CH2:31][CH2:32][C:33]4=[O:35])=[CH:4][CH:5]=3)[S:17][C:16]=12. Given the reactants Cl[CH2:2][C:3]1[CH:4]=[CH:5][C:6]([C:9]2[S:17][C:16]3[C:11](=[N:12][CH:13]=[CH:14][C:15]=3[O:18][C:19]3[CH:24]=[CH:23][C:22]([N+:25]([O-:27])=[O:26])=[CH:21][C:20]=3[F:28])[CH:10]=2)=[N:7][CH:8]=1.[NH2:29][CH2:30][CH2:31][CH2:32][C:33]([O:35]CC)=O.CCN(C(C)C)C(C)C, predict the reaction product. (6) Given the reactants [CH3:1][C:2]([C:4]1[CH:9]=[CH:8][C:7]([F:10])=[CH:6][CH:5]=1)=[O:3].[C:11](=O)([O:15]CC)[O:12][CH2:13][CH3:14].[H-].[Na+], predict the reaction product. The product is: [F:10][C:7]1[CH:8]=[CH:9][C:4]([C:2](=[O:3])[CH2:1][C:11]([O:12][CH2:13][CH3:14])=[O:15])=[CH:5][CH:6]=1. (7) The product is: [I:1][C:2]1[C:3]2[C:4](=[CH:8][N:9]([CH2:12][CH2:13][C:14]([CH3:17])([OH:16])[CH3:15])[N:10]=2)[N:5]=[CH:6][CH:7]=1.[I:1][C:2]1[CH:7]=[CH:6][N:5]=[C:4]2[CH:8]=[N:9][N:10]([CH2:12][CH2:13][C:14]([CH3:17])([OH:16])[CH3:15])[C:3]=12. Given the reactants [I:1][C:2]1[C:3]2[C:4](=[CH:8][NH:9][N:10]=2)[N:5]=[CH:6][CH:7]=1.Br[CH2:12][CH2:13][C:14]([CH3:17])([OH:16])[CH3:15].C([O-])([O-])=O.[Cs+].[Cs+], predict the reaction product.